From a dataset of Catalyst prediction with 721,799 reactions and 888 catalyst types from USPTO. Predict which catalyst facilitates the given reaction. (1) Reactant: [H-].[Na+].[OH:3]/[N:4]=[C:5](\[C:10]1[CH:15]=[CH:14][CH:13]=[C:12]([O:16][C:17]2[CH:22]=[CH:21][CH:20]=[CH:19][CH:18]=2)[CH:11]=1)/[C:6]([O:8]C)=[O:7].Cl[CH2:24][C:25]1[CH:44]=[CH:43][C:28]([O:29][CH2:30][C:31]2[N:32]=[C:33]([C:37]3[CH:42]=[CH:41][CH:40]=[CH:39][CH:38]=3)[O:34][C:35]=2[CH3:36])=[CH:27][CH:26]=1.Cl.C(=O)(O)[O-].[Na+]. Product: [CH3:36][C:35]1[O:34][C:33]([C:37]2[CH:38]=[CH:39][CH:40]=[CH:41][CH:42]=2)=[N:32][C:31]=1[CH2:30][O:29][C:28]1[CH:27]=[CH:26][C:25]([CH2:24][O:3]/[N:4]=[C:5](\[C:10]2[CH:15]=[CH:14][CH:13]=[C:12]([O:16][C:17]3[CH:22]=[CH:21][CH:20]=[CH:19][CH:18]=3)[CH:11]=2)/[C:6]([OH:8])=[O:7])=[CH:44][CH:43]=1. The catalyst class is: 9. (2) Reactant: CS(O)(=O)=O.[NH2:6][CH2:7][C:8]1[CH:9]=[C:10]2[C:14](=[CH:15][CH:16]=1)[C:13](=[O:17])[N:12]([CH:18]1[CH2:23][CH2:22][C:21](=[O:24])[NH:20][C:19]1=[O:25])[CH2:11]2.[CH3:26][C:27]1[CH:28]=[C:29]([N:34]=[C:35]=[O:36])[CH:30]=[CH:31][C:32]=1[CH3:33].C(N(CC)CC)C.Cl. Product: [CH3:26][C:27]1[CH:28]=[C:29]([NH:34][C:35]([NH:6][CH2:7][C:8]2[CH:9]=[C:10]3[C:14](=[CH:15][CH:16]=2)[C:13](=[O:17])[N:12]([CH:18]2[CH2:23][CH2:22][C:21](=[O:24])[NH:20][C:19]2=[O:25])[CH2:11]3)=[O:36])[CH:30]=[CH:31][C:32]=1[CH3:33]. The catalyst class is: 10. (3) Reactant: [NH2:1][C:2]1[CH:3]=[C:4]2[C:8](=[CH:9][CH:10]=1)[NH:7][N:6]=[CH:5]2.[Cl:11][C:12]1[CH:17]=[CH:16][CH:15]=[C:14]([Cl:18])[C:13]=1[N:19]=[C:20]=[O:21]. Product: [Cl:11][C:12]1[CH:17]=[CH:16][CH:15]=[C:14]([Cl:18])[C:13]=1[NH:19][C:20]([NH:1][C:2]1[CH:3]=[C:4]2[C:8](=[CH:9][CH:10]=1)[NH:7][N:6]=[CH:5]2)=[O:21]. The catalyst class is: 11. (4) Reactant: Cl[CH2:2][CH2:3][CH2:4][C:5]1[CH:18]=[CH:17][C:8]([O:9][C:10]2[CH:15]=[CH:14][CH:13]=[C:12]([F:16])[N:11]=2)=[C:7]([O:19][CH3:20])[CH:6]=1.[Na+].[I-].C(N(C(C)C)CC)(C)C.[NH:32]1[CH:36]=[N:35][CH:34]=[N:33]1. Product: [F:16][C:12]1[CH:13]=[CH:14][CH:15]=[C:10]([O:9][C:8]2[CH:17]=[CH:18][C:5]([CH2:4][CH2:3][CH2:2][N:32]3[CH:36]=[N:35][CH:34]=[N:33]3)=[CH:6][C:7]=2[O:19][CH3:20])[N:11]=1. The catalyst class is: 118. (5) Reactant: C([Si](C)(C)[O:6][CH2:7][C@@H:8]([NH:18][C:19]([C@@H:21]1[CH2:26][C@@H:25]2[C@@H:23]([CH2:24]2)[NH:22]1)=[O:20])[C:9]12[CH2:13][C:11]([C:14]([F:17])([F:16])[F:15])([CH2:12]1)[CH2:10]2)(C)(C)C.[C:29]([C:32]1[C:40]2[C:35](=[CH:36][CH:37]=[CH:38][CH:39]=2)[N:34]([CH2:41][C:42](O)=[O:43])[N:33]=1)(=[O:31])[NH2:30].CN(C(ON1N=NC2C=CC=CC1=2)=[N+](C)C)C.F[P-](F)(F)(F)(F)F.CCN(C(C)C)C(C)C. Product: [OH:6][CH2:7][C@@H:8]([NH:18][C:19]([C@@H:21]1[CH2:26][C@@H:25]2[C@@H:23]([CH2:24]2)[N:22]1[C:42](=[O:43])[CH2:41][N:34]1[C:35]2[C:40](=[CH:39][CH:38]=[CH:37][CH:36]=2)[C:32]([C:29]([NH2:30])=[O:31])=[N:33]1)=[O:20])[C:9]12[CH2:10][C:11]([C:14]([F:16])([F:17])[F:15])([CH2:13]1)[CH2:12]2. The catalyst class is: 3. (6) Reactant: [CH2:1]([O:8][C:9]1[CH:16]=[CH:15][C:12]([C:13]#[N:14])=[CH:11][C:10]=1[CH:17]=[O:18])[C:2]1[CH:7]=[CH:6][CH:5]=[CH:4][CH:3]=1.[BH4-].[Na+]. Product: [CH2:1]([O:8][C:9]1[CH:16]=[CH:15][C:12]([C:13]#[N:14])=[CH:11][C:10]=1[CH2:17][OH:18])[C:2]1[CH:3]=[CH:4][CH:5]=[CH:6][CH:7]=1. The catalyst class is: 7. (7) Reactant: [CH2:1](O)[CH2:2][CH2:3]/[CH:4]=[CH:5]/[CH2:6][CH2:7][CH2:8][CH2:9][CH3:10].C1(P(C2C=CC=CC=2)C2C=CC=CC=2)C=CC=CC=1.C1C(=O)N([Br:38])C(=O)C1. Product: [Br:38][CH2:1][CH2:2][CH2:3]/[CH:4]=[CH:5]/[CH2:6][CH2:7][CH2:8][CH2:9][CH3:10]. The catalyst class is: 3. (8) Reactant: [N:1]1[C:10]2[C:5](=[CH:6][C:7]([C:11]3([C:14]([NH:16][NH2:17])=O)[CH2:13][CH2:12]3)=[CH:8][CH:9]=2)[CH:4]=[CH:3][CH:2]=1.[Cl:18][C:19]1[N:20]=[N:21][C:22](Cl)=[CH:23][CH:24]=1. Product: [Cl:18][C:19]1[CH:24]=[CH:23][C:22]2[N:16]([C:14]([C:11]3([C:7]4[CH:6]=[C:5]5[C:10](=[CH:9][CH:8]=4)[N:1]=[CH:2][CH:3]=[CH:4]5)[CH2:13][CH2:12]3)=[N:20][N:21]=2)[N:17]=1. The catalyst class is: 51.